The task is: Predict the reaction yield, written as a fraction of the theoretical maximum amount of product (1.0 means a 100% yield; for example, 0.34 means a 34% yield).. This data is from Reaction yield outcomes from USPTO patents with 853,638 reactions. (1) The reactants are [F:1][C:2]1[CH:3]=[C:4]2[C:8](=[CH:9][CH:10]=1)[NH:7][CH:6]=[C:5]2[CH:11]=[O:12].N1C2C(=CC=CC=2)C=[C:14]1C(OCC)=O. No catalyst specified. The product is [F:1][C:2]1[CH:3]=[C:4]2[C:8](=[CH:9][CH:10]=1)[N:7]([CH3:14])[CH:6]=[C:5]2[CH:11]=[O:12]. The yield is 0.500. (2) The reactants are [CH:1]([C:4]1[CH:9]=[CH:8][C:7]([CH:10]2[C:14]3[C:15]([CH3:35])=[C:16]([NH:26][C:27](=[O:34])OCC(Cl)(Cl)Cl)[C:17]([CH3:25])=[C:18]([C:19]4[CH:24]=[CH:23][CH:22]=[CH:21][CH:20]=4)[C:13]=3[O:12][CH2:11]2)=[CH:6][CH:5]=1)([CH3:3])[CH3:2].[NH2:36][CH2:37][CH2:38][CH2:39][OH:40]. The catalyst is CCCCCC.C(OCC)(=O)C. The product is [OH:40][CH2:39][CH2:38][CH2:37][NH:36][C:27]([NH:26][C:16]1[C:17]([CH3:25])=[C:18]([C:19]2[CH:24]=[CH:23][CH:22]=[CH:21][CH:20]=2)[C:13]2[O:12][CH2:11][CH:10]([C:7]3[CH:6]=[CH:5][C:4]([CH:1]([CH3:2])[CH3:3])=[CH:9][CH:8]=3)[C:14]=2[C:15]=1[CH3:35])=[O:34]. The yield is 0.650. (3) The reactants are Br[CH2:2][C:3]([C:5]1[CH:10]=[CH:9][CH:8]=[CH:7][C:6]=1[N+:11]([O-:13])=[O:12])=O.[NH2:14][C:15]([NH2:17])=[S:16]. The catalyst is CCO. The product is [N+:11]([C:6]1[CH:7]=[CH:8][CH:9]=[CH:10][C:5]=1[C:3]1[N:14]=[C:15]([NH2:17])[S:16][CH:2]=1)([O-:13])=[O:12]. The yield is 1.00. (4) The reactants are [CH2:1]([C@@H:8]1[CH2:12][O:11][C:10](=[O:13])[N:9]1[C:14](=[O:17])[CH2:15][CH3:16])[C:2]1[CH:7]=[CH:6][CH:5]=[CH:4][CH:3]=1.CCN(C(C)C)C(C)C.[CH:27]([C@H:29]1[CH2:33][O:32][C:31]([CH3:35])([CH3:34])[N:30]1[C:36]([O:38][C:39]([CH3:42])([CH3:41])[CH3:40])=[O:37])=[O:28]. The catalyst is C(Cl)Cl.Cl[Ti](Cl)(Cl)Cl. The product is [CH2:1]([C@@H:8]1[CH2:12][O:11][C:10](=[O:13])[N:9]1[C:14](=[O:17])[C@H:15]([CH3:16])[C@H:27]([C@H:29]1[CH2:33][O:32][C:31]([CH3:35])([CH3:34])[N:30]1[C:36]([O:38][C:39]([CH3:42])([CH3:41])[CH3:40])=[O:37])[OH:28])[C:2]1[CH:3]=[CH:4][CH:5]=[CH:6][CH:7]=1. The yield is 0.580.